Dataset: Peptide-MHC class II binding affinity with 134,281 pairs from IEDB. Task: Regression. Given a peptide amino acid sequence and an MHC pseudo amino acid sequence, predict their binding affinity value. This is MHC class II binding data. The peptide sequence is DHGGACGYKDVDKPP. The MHC is DRB1_0401 with pseudo-sequence DRB1_0401. The binding affinity (normalized) is 0.190.